From a dataset of Reaction yield outcomes from USPTO patents with 853,638 reactions. Predict the reaction yield, written as a fraction of the theoretical maximum amount of product (1.0 means a 100% yield; for example, 0.34 means a 34% yield). The reactants are [Cl:1][C:2]1[CH:7]=[CH:6][C:5]([S:8]([NH:11][C:12]2[CH:20]=[C:19]([O:21][CH3:22])[C:18]([O:23][CH3:24])=[CH:17][C:13]=2[C:14](O)=[O:15])(=[O:10])=[O:9])=[CH:4][CH:3]=1.P(Cl)(Cl)(Cl)(Cl)[Cl:26]. The catalyst is C1(C)C=CC=CC=1. The product is [Cl:1][C:2]1[CH:7]=[CH:6][C:5]([S:8]([NH:11][C:12]2[CH:20]=[C:19]([O:21][CH3:22])[C:18]([O:23][CH3:24])=[CH:17][C:13]=2[C:14]([Cl:26])=[O:15])(=[O:10])=[O:9])=[CH:4][CH:3]=1. The yield is 0.930.